Dataset: Forward reaction prediction with 1.9M reactions from USPTO patents (1976-2016). Task: Predict the product of the given reaction. (1) The product is: [Br:1][C:2]1[CH:10]=[CH:9][C:8]([O:11][CH2:16][CH2:15][CH2:14][Cl:13])=[C:7]2[C:3]=1[CH2:4][NH:5][C:6]2=[O:12]. Given the reactants [Br:1][C:2]1[CH:10]=[CH:9][C:8]([OH:11])=[C:7]2[C:3]=1[CH2:4][NH:5][C:6]2=[O:12].[Cl:13][CH2:14][CH2:15][CH2:16]O.C1(P(C2C=CC=CC=2)C2C=CC=CC=2)C=CC=CC=1.CCOC(/N=N/C(OCC)=O)=O, predict the reaction product. (2) Given the reactants [CH:1]12[CH2:7][CH:4]([CH:5]=[CH:6]1)[CH2:3][CH:2]2[C:8]1([CH3:15])[NH:12][C:11](=[O:13])[NH:10][C:9]1=[O:14].Br[CH2:17][C:18]([C:20]1[CH:25]=[CH:24][CH:23]=[CH:22][CH:21]=1)=[O:19], predict the reaction product. The product is: [CH:1]12[CH2:7][CH:4]([CH:5]=[CH:6]1)[CH2:3][CH:2]2[C:8]1([CH3:15])[NH:12][C:11](=[O:13])[N:10]([CH2:17][C:18](=[O:19])[C:20]2[CH:25]=[CH:24][CH:23]=[CH:22][CH:21]=2)[C:9]1=[O:14]. (3) Given the reactants C(/C(=C\C1C=[CH:16][CH:15]=[C:14]([NH:18][C:19]2[C:27]3[C:22](=[N:23][CH:24]=[CH:25][C:26]=3[O:28][C:29]3[CH:34]=[CH:33][C:32]([O:35][C:36]4[CH:41]=[CH:40][CH:39]=[CH:38][CH:37]=4)=[CH:31][CH:30]=3)[N:21]([CH2:42][C:43]3[CH:48]=[CH:47][C:46]([O:49][CH3:50])=[CH:45][CH:44]=3)[N:20]=2)C=1)/C(OC(C)(C)C)=O)#N.N[CH2:52][C@@H:53]1CCC[N:54]1[C:58]([O:60][C:61]([CH3:64])([CH3:63])[CH3:62])=[O:59].CC1(C)C2C(=C(P(C3C=CC=CC=3)C3C=CC=CC=3)C=CC=2)OC2C(P(C3C=CC=CC=3)C3C=CC=CC=3)=CC=CC1=2.C([O-])([O-])=O.[Cs+].[Cs+], predict the reaction product. The product is: [CH3:50][O:49][C:46]1[CH:47]=[CH:48][C:43]([CH2:42][N:21]2[C:22]3=[N:23][CH:24]=[CH:25][C:26]([O:28][C:29]4[CH:34]=[CH:33][C:32]([O:35][C:36]5[CH:37]=[CH:38][CH:39]=[CH:40][CH:41]=5)=[CH:31][CH:30]=4)=[C:27]3[C:19]([NH:18][CH2:14][C@@H:15]3[CH2:16][CH2:52][CH2:53][N:54]3[C:58]([O:60][C:61]([CH3:64])([CH3:63])[CH3:62])=[O:59])=[N:20]2)=[CH:44][CH:45]=1. (4) Given the reactants [OH-].[Na+].N1(C([O:10][CH2:11][CH2:12][CH2:13][N:14]2[C:26]3[C:25]4[CH:24]=[CH:23][CH:22]=[CH:21][C:20]=4[N:19]=[C:18]([Cl:27])[C:17]=3[N:16]=[C:15]2[OH:28])=O)C=CN=C1.C(O)(=O)CC(CC(O)=O)(C(O)=O)O, predict the reaction product. The product is: [Cl:27][C:18]1[C:17]2[N:16]=[C:15]([OH:28])[N:14]([CH2:13][CH2:12][CH2:11][OH:10])[C:26]=2[C:25]2[CH:24]=[CH:23][CH:22]=[CH:21][C:20]=2[N:19]=1. (5) Given the reactants [NH2:1][C:2]1[C:7]([C:8]#[N:9])=[C:6]([C:10]2[CH:18]=[CH:17][C:13]3[O:14][CH2:15][O:16][C:12]=3[CH:11]=2)[C:5]([C:19]#[N:20])=[C:4](SC2C=CC=CC=2)[N:3]=1.[CH:28]1([Mg]Br)[CH2:30][CH2:29]1.Cl.C(=O)([O-])[O-].[Na+].[Na+], predict the reaction product. The product is: [NH2:1][C:2]1[C:7]([C:8]#[N:9])=[C:6]([C:10]2[CH:18]=[CH:17][C:13]3[O:14][CH2:15][O:16][C:12]=3[CH:11]=2)[C:5]([C:19]#[N:20])=[C:4]([CH:28]2[CH2:30][CH2:29]2)[N:3]=1. (6) Given the reactants [CH3:1][C:2]([CH3:39])([CH3:38])[C:3]([O:5][C:6]1[CH:11]=[CH:10][C:9]([C:12]([C:25]2[CH:30]=[CH:29][C:28]([O:31][C:32](=[O:37])[C:33]([CH3:36])([CH3:35])[CH3:34])=[CH:27][CH:26]=2)=[C:13]([C:18]2[CH:23]=[CH:22][CH:21]=[C:20]([OH:24])[CH:19]=2)[CH2:14][CH2:15][CH2:16][CH3:17])=[CH:8][CH:7]=1)=[O:4].C([O-])([O-])=O.[K+].[K+].O.Cl.Cl[CH2:49][CH2:50][N:51]([CH3:53])[CH3:52], predict the reaction product. The product is: [CH3:34][C:33]([CH3:36])([CH3:35])[C:32]([O:31][C:28]1[CH:27]=[CH:26][C:25]([C:12]([C:9]2[CH:8]=[CH:7][C:6]([O:5][C:3](=[O:4])[C:2]([CH3:38])([CH3:1])[CH3:39])=[CH:11][CH:10]=2)=[C:13]([C:18]2[CH:23]=[CH:22][CH:21]=[C:20]([O:24][CH2:49][CH2:50][N:51]([CH3:53])[CH3:52])[CH:19]=2)[CH2:14][CH2:15][CH2:16][CH3:17])=[CH:30][CH:29]=1)=[O:37]. (7) Given the reactants C(O[C:6]([C:8]1[N:9]=[C:10]([C:26]#[N:27])[C:11]2[C:16]([C:17]=1[OH:18])=[CH:15][CH:14]=[C:13]([O:19][CH:20]1[CH2:25][CH2:24][CH2:23][CH2:22][CH2:21]1)[CH:12]=2)=[O:7])CCC.[C:28]([O:32][C:33](=[O:39])[C:34]([CH3:38])([CH3:37])[CH2:35][NH2:36])([CH3:31])([CH3:30])[CH3:29].C(O)(=O)C, predict the reaction product. The product is: [C:28]([O:32][C:33](=[O:39])[C:34]([CH3:38])([CH3:37])[CH2:35][NH:36][C:6]([C:8]1[N:9]=[C:10]([C:26]#[N:27])[C:11]2[C:16]([C:17]=1[OH:18])=[CH:15][CH:14]=[C:13]([O:19][CH:20]1[CH2:25][CH2:24][CH2:23][CH2:22][CH2:21]1)[CH:12]=2)=[O:7])([CH3:31])([CH3:29])[CH3:30].